Binary Classification. Given a T-cell receptor sequence (or CDR3 region) and an epitope sequence, predict whether binding occurs between them. From a dataset of TCR-epitope binding with 47,182 pairs between 192 epitopes and 23,139 TCRs. (1) The epitope is MMISAGFSL. The TCR CDR3 sequence is CASSGQGARAEAFF. Result: 0 (the TCR does not bind to the epitope). (2) The epitope is KRWIILGLNK. The TCR CDR3 sequence is CASRPSNTEAFF. Result: 1 (the TCR binds to the epitope). (3) The epitope is EILDITPCSF. The TCR CDR3 sequence is CGSPGQGEDGYTF. Result: 1 (the TCR binds to the epitope). (4) The epitope is YLQPRTFLL. The TCR CDR3 sequence is CASSDLDNLVAFF. Result: 1 (the TCR binds to the epitope). (5) The epitope is KLMNIQQKL. The TCR CDR3 sequence is CASSLDSRWGRYEQYF. Result: 0 (the TCR does not bind to the epitope). (6) The epitope is VLWAHGFEL. The TCR CDR3 sequence is CASSFGWGLGTEAFF. Result: 1 (the TCR binds to the epitope). (7) The epitope is FLPRVFSAV. The TCR CDR3 sequence is CASSPGTSGSLAGELFF. Result: 1 (the TCR binds to the epitope). (8) The epitope is FVDGVPFVV. The TCR CDR3 sequence is CASSEIAGGGYGYTF. Result: 1 (the TCR binds to the epitope). (9) The epitope is FSKQLQQSM. The TCR CDR3 sequence is CASSQGAGIPLGYGYTF. Result: 0 (the TCR does not bind to the epitope).